From a dataset of Peptide-MHC class I binding affinity with 185,985 pairs from IEDB/IMGT. Regression. Given a peptide amino acid sequence and an MHC pseudo amino acid sequence, predict their binding affinity value. This is MHC class I binding data. (1) The peptide sequence is EIYRTLYGL. The MHC is HLA-A26:02 with pseudo-sequence HLA-A26:02. The binding affinity (normalized) is 0.834. (2) The peptide sequence is CSKILDLCY. The MHC is HLA-A32:01 with pseudo-sequence HLA-A32:01. The binding affinity (normalized) is 0.